From a dataset of Full USPTO retrosynthesis dataset with 1.9M reactions from patents (1976-2016). Predict the reactants needed to synthesize the given product. (1) Given the product [CH2:1]([C@H:3]([NH:10][C:11]([C:13]1[C:22]2[C:17](=[CH:18][CH:19]=[CH:20][CH:21]=2)[N:16]=[C:15]([C:23]2[CH:24]=[CH:25][CH:26]=[CH:27][CH:28]=2)[C:14]=1[OH:29])=[O:12])[C:4]1[CH:5]=[CH:6][CH:7]=[CH:8][CH:9]=1)[CH3:2].[C:70]1([C:58]2([C:41]3[CH:46]=[CH:45][CH:44]=[CH:43][CH:42]=3)[C@@:57]([C:15]3[CH:14]=[CH:13][C:22]4[C:17](=[CH:18][CH:19]=[CH:20][CH:21]=4)[N:16]=3)([OH:56])[C:66]([C:30]([NH:85][CH:82]([C:76]3[CH:81]=[CH:80][CH:79]=[CH:78][CH:77]=3)[CH2:83][CH3:84])=[O:31])([C:67]([O-:69])=[O:68])[C:65]3[C:60](=[CH:61][CH:62]=[CH:63][CH:64]=3)[NH:59]2)[CH:75]=[CH:74][CH:73]=[CH:72][CH:71]=1, predict the reactants needed to synthesize it. The reactants are: [CH2:1]([C@H:3]([NH:10][C:11]([C:13]1[C:22]2[C:17](=[CH:18][CH:19]=[CH:20][CH:21]=2)[N:16]=[C:15]([C:23]2[CH:28]=[CH:27][CH:26]=[CH:25][CH:24]=2)[C:14]=1[OH:29])=[O:12])[C:4]1[CH:9]=[CH:8][CH:7]=[CH:6][CH:5]=1)[CH3:2].[CH3:30][O:31]CC(C1C=CC=CC=1)=O.[CH2:41]1[CH2:46][CH2:45][CH:44](N=C=N[CH:41]2[CH2:46][CH2:45][CH2:44][CH2:43][CH2:42]2)[CH2:43][CH2:42]1.[OH:56][C:57]1[C:58]([C:70]2[CH:75]=[CH:74][CH:73]=[CH:72][CH:71]=2)=[N:59][C:60]2[C:65]([C:66]=1[C:67]([OH:69])=[O:68])=[CH:64][CH:63]=[CH:62][CH:61]=2.[C:76]1([C@@H:82]([NH2:85])[CH2:83][CH3:84])[CH:81]=[CH:80][CH:79]=[CH:78][CH:77]=1. (2) Given the product [CH3:27][NH:1][C:2]1[CH:7]=[CH:6][CH:5]=[CH:4][C:3]=1[C:8]1[N:16]2[C:11]([S:12][CH2:13][C:14]([C:17]3[CH:22]=[CH:21][C:20]([CH3:23])=[CH:19][CH:18]=3)=[N:15]2)=[N:10][N:9]=1, predict the reactants needed to synthesize it. The reactants are: [NH2:1][C:2]1[CH:7]=[CH:6][CH:5]=[CH:4][C:3]=1[C:8]1[N:16]2[C:11]([S:12][CH2:13][C:14]([C:17]3[CH:22]=[CH:21][C:20]([CH3:23])=[CH:19][CH:18]=3)=[N:15]2)=[N:10][N:9]=1.C=O.[O-][C:27]#N.[BH4-].[Na+].